Dataset: Full USPTO retrosynthesis dataset with 1.9M reactions from patents (1976-2016). Task: Predict the reactants needed to synthesize the given product. Given the product [Cl:31][C:32]1[CH:37]=[CH:36][C:35]([N:11]2[C:12]3[C:17](=[CH:16][C:15]([C:19]([N:21]4[CH2:22][CH2:23][N:24]([CH:27]([CH3:28])[CH3:29])[CH2:25][CH2:26]4)=[O:20])=[CH:14][CH:13]=3)[CH:18]=[C:10]2[C:8]([N:5]2[CH2:6][CH2:7][C:2]([F:1])([F:30])[CH2:3][CH2:4]2)=[O:9])=[CH:34][CH:33]=1, predict the reactants needed to synthesize it. The reactants are: [F:1][C:2]1([F:30])[CH2:7][CH2:6][N:5]([C:8]([C:10]2[NH:11][C:12]3[C:17]([CH:18]=2)=[CH:16][C:15]([C:19]([N:21]2[CH2:26][CH2:25][N:24]([CH:27]([CH3:29])[CH3:28])[CH2:23][CH2:22]2)=[O:20])=[CH:14][CH:13]=3)=[O:9])[CH2:4][CH2:3]1.[Cl:31][C:32]1[CH:37]=[CH:36][C:35](B(O)O)=[CH:34][CH:33]=1.N1C=CC=CC=1.